From a dataset of Peptide-MHC class I binding affinity with 185,985 pairs from IEDB/IMGT. Regression. Given a peptide amino acid sequence and an MHC pseudo amino acid sequence, predict their binding affinity value. This is MHC class I binding data. (1) The peptide sequence is AEAQCTEAS. The MHC is HLA-A02:06 with pseudo-sequence HLA-A02:06. The binding affinity (normalized) is 0. (2) The peptide sequence is FVLAAVYRI. The MHC is HLA-A02:03 with pseudo-sequence HLA-A02:03. The binding affinity (normalized) is 0.648. (3) The peptide sequence is SSMVNGVVR. The MHC is HLA-A11:01 with pseudo-sequence HLA-A11:01. The binding affinity (normalized) is 0.696.